From a dataset of Forward reaction prediction with 1.9M reactions from USPTO patents (1976-2016). Predict the product of the given reaction. (1) The product is: [C:7]([NH:9][C:10]([NH:31][C:30]1[CH:32]=[CH:33][C:27]([O:26][C:17]2[C:16]3[C:21](=[CH:22][C:23]([O:24][CH3:25])=[C:14]([O:13][CH3:12])[CH:15]=3)[N:20]=[CH:19][CH:18]=2)=[CH:28][C:29]=1[CH3:34])=[S:11])(=[O:8])[C:1]1[CH:6]=[CH:5][CH:4]=[CH:3][CH:2]=1. Given the reactants [C:1]1([C:7]([N:9]=[C:10]=[S:11])=[O:8])[CH:6]=[CH:5][CH:4]=[CH:3][CH:2]=1.[CH3:12][O:13][C:14]1[CH:15]=[C:16]2[C:21](=[CH:22][C:23]=1[O:24][CH3:25])[N:20]=[CH:19][CH:18]=[C:17]2[O:26][C:27]1[CH:33]=[CH:32][C:30]([NH2:31])=[C:29]([CH3:34])[CH:28]=1.C1(C)C=CC=CC=1, predict the reaction product. (2) Given the reactants N1CCCCC1.C1C2C(OC(=O)[N:22](C)[C@@H:23]([CH:80]([CH3:82])[CH3:81])[C:24]([NH:26][C@@H:27]([CH3:79])[C:28]([NH:30][C:31]3[CH:36]=[CH:35][C:34]([C:37]4[CH2:38][CH:39]5[CH:45]=[N:44][C:43]6[CH:46]=[C:47]([O:52][CH2:53][CH2:54][CH2:55][O:56][C:57]7[C:58]([O:75][CH3:76])=[CH:59][C:60]8[C:66](=[O:67])[N:65]9[CH:68]=[C:69]([CH:71]%10[CH2:73][CH2:72]%10)[CH2:70][CH:64]9[CH:63]=[N:62][C:61]=8[CH:74]=7)[C:48]([O:50][CH3:51])=[CH:49][C:42]=6[C:41](=[O:77])[N:40]5[CH:78]=4)=[CH:33][CH:32]=3)=[O:29])=[O:25])C3C(=CC=CC=3)C=2C=CC=1, predict the reaction product. The product is: [NH2:22][C@@H:23]([CH:80]([CH3:82])[CH3:81])[C:24]([NH:26][C@@H:27]([CH3:79])[C:28]([NH:30][C:31]1[CH:32]=[CH:33][C:34]([C:37]2[CH2:38][CH:39]3[CH:45]=[N:44][C:43]4[CH:46]=[C:47]([O:52][CH2:53][CH2:54][CH2:55][O:56][C:57]5[C:58]([O:75][CH3:76])=[CH:59][C:60]6[C:66](=[O:67])[N:65]7[CH:68]=[C:69]([CH:71]8[CH2:73][CH2:72]8)[CH2:70][CH:64]7[CH:63]=[N:62][C:61]=6[CH:74]=5)[C:48]([O:50][CH3:51])=[CH:49][C:42]=4[C:41](=[O:77])[N:40]3[CH:78]=2)=[CH:35][CH:36]=1)=[O:29])=[O:25].